Dataset: Reaction yield outcomes from USPTO patents with 853,638 reactions. Task: Predict the reaction yield, written as a fraction of the theoretical maximum amount of product (1.0 means a 100% yield; for example, 0.34 means a 34% yield). (1) The reactants are C1(C)C=CC=CC=1.[Cl:8][C:9]1[CH:10]=[C:11]([CH:27]=[C:28]([F:30])[CH:29]=1)[C:12]([C@@H:14]1[CH2:19][CH2:18][CH2:17][N:16]([C:20]([O:22][C:23]([CH3:26])([CH3:25])[CH3:24])=[O:21])[CH2:15]1)=[O:13].CO. The catalyst is C1COCC1.CCOC(C)=O. The product is [Cl:8][C:9]1[CH:10]=[C:11]([C@H:12]([OH:13])[C@@H:14]2[CH2:19][CH2:18][CH2:17][N:16]([C:20]([O:22][C:23]([CH3:25])([CH3:24])[CH3:26])=[O:21])[CH2:15]2)[CH:27]=[C:28]([F:30])[CH:29]=1. The yield is 0.370. (2) The yield is 0.890. The product is [F:1][C:2]1[C:3]2[CH:18]=[CH:19][CH2:14][CH2:13][C:12](=[O:17])[C:4]=2[CH:5]=[C:6]2[C:10]=1[N:9]([CH3:11])[CH:8]=[CH:7]2. The catalyst is C1(C)C=CC=CC=1.Cl[Ru](=C1N(C2C(C)=CC(C)=CC=2C)CCN1C1C(C)=CC(C)=CC=1C)(Cl)(=CC1C=CC=CC=1)[P](C1CCCCC1)(C1CCCCC1)C1CCCCC1. The reactants are [F:1][C:2]1[C:3]([CH:18]=[CH2:19])=[C:4]([C:12](=[O:17])[CH2:13][CH2:14]C=C)[CH:5]=[C:6]2[C:10]=1[N:9]([CH3:11])[CH:8]=[CH:7]2. (3) The reactants are [CH3:1][C:2]1[CH:3]=[C:4]([CH:14]=[CH:15][CH:16]=1)[O:5][C:6]1[CH:7]=[C:8]([CH:11]=[CH:12][CH:13]=1)[CH:9]=[O:10].[BH4-].[Na+].Cl. The catalyst is COCCOC.O1CCCC1. The product is [CH3:1][C:2]1[CH:3]=[C:4]([CH:14]=[CH:15][CH:16]=1)[O:5][C:6]1[CH:7]=[C:8]([CH2:9][OH:10])[CH:11]=[CH:12][CH:13]=1. The yield is 0.830. (4) The reactants are C1C=C(Cl)C=C(C(OO)=O)C=1.[Cl:12][C:13]1[CH:18]=[CH:17][CH:16]=[C:15]([Cl:19])[C:14]=1[N:20]1[CH:31]=[CH:30][C:23]2[N:24]=[C:25](SC)[N:26]=[CH:27][C:22]=2[C:21]1=[O:32].CCN(C(C)C)C(C)C.[NH2:42][C:43]1[CH:48]=[CH:47][C:46]([N:49]2[CH2:54][CH2:53][N:52]([C:55]([O:57][C:58]([CH3:61])([CH3:60])[CH3:59])=[O:56])[CH2:51][CH2:50]2)=[C:45]([O:62][CH3:63])[CH:44]=1. The catalyst is C(Cl)Cl.C1(C)C=CC=CC=1. The product is [Cl:12][C:13]1[CH:18]=[CH:17][CH:16]=[C:15]([Cl:19])[C:14]=1[N:20]1[CH:31]=[CH:30][C:23]2[N:24]=[C:25]([NH:42][C:43]3[CH:48]=[CH:47][C:46]([N:49]4[CH2:54][CH2:53][N:52]([C:55]([O:57][C:58]([CH3:59])([CH3:60])[CH3:61])=[O:56])[CH2:51][CH2:50]4)=[C:45]([O:62][CH3:63])[CH:44]=3)[N:26]=[CH:27][C:22]=2[C:21]1=[O:32]. The yield is 0.840. (5) The reactants are [Br:1][C:2]1[CH:7]=[C:6]([CH3:8])[CH:5]=[C:4]([F:9])[C:3]=1[C:10]([OH:13])([CH3:12])[CH3:11].C(N(C(C)C)CC)(C)C.Cl[CH2:24][O:25][CH3:26]. The catalyst is C(Cl)Cl. The yield is 0.707. The product is [Br:1][C:2]1[CH:7]=[C:6]([CH3:8])[CH:5]=[C:4]([F:9])[C:3]=1[C:10]([O:13][CH2:24][O:25][CH3:26])([CH3:11])[CH3:12]. (6) The reactants are [Br:1][C:2]1[CH:3]=[C:4]([CH:7]=O)[S:5][CH:6]=1.[CH3:9][NH:10][CH3:11].[BH-](OC(C)=O)(OC(C)=O)OC(C)=O.[Na+].CC(O)=O. The catalyst is ClCCCl. The product is [Br:1][C:2]1[CH:3]=[C:4]([CH2:7][N:10]([CH3:11])[CH3:9])[S:5][CH:6]=1. The yield is 0.770. (7) The reactants are Cl[CH2:2][C:3]([O:5][C:6]([CH3:9])([CH3:8])[CH3:7])=[O:4].[NH2:10][CH2:11][C:12]1[CH:17]=[CH:16][CH:15]=[CH:14][N:13]=1.C(=O)([O-])[O-].[K+].[K+]. The catalyst is CC#N. The product is [N:13]1[CH:14]=[CH:15][CH:16]=[CH:17][C:12]=1[CH2:11][NH:10][CH2:2][C:3]([O:5][C:6]([CH3:9])([CH3:8])[CH3:7])=[O:4]. The yield is 0.570.